This data is from Forward reaction prediction with 1.9M reactions from USPTO patents (1976-2016). The task is: Predict the product of the given reaction. (1) Given the reactants [C:1]([OH:8])(=[O:7])/[CH:2]=[CH:3]/[C:4]([OH:6])=[O:5].[F:9][C:10]1[CH:11]=[C:12]([CH:16]=[C:17]([F:19])[CH:18]=1)[C:13]([NH2:15])=[O:14], predict the reaction product. The product is: [C:1]([OH:8])(=[O:7])/[CH:2]=[CH:3]/[C:4]([OH:6])=[O:5].[F:9][C:10]1[CH:11]=[C:12]([CH:16]=[C:17]([F:19])[CH:18]=1)[C:13]([NH2:15])=[O:14]. (2) Given the reactants [S:1]1[C:5]2[CH:6]=[CH:7][CH:8]=[CH:9][C:4]=2[N:3]=[C:2]1[N:10]1[CH2:13][CH:12]([NH:14]C(=O)OC(C)(C)C)[CH2:11]1.[F:22][C:23]([F:28])([F:27])[C:24]([OH:26])=[O:25], predict the reaction product. The product is: [F:22][C:23]([F:28])([F:27])[C:24]([OH:26])=[O:25].[S:1]1[C:5]2[CH:6]=[CH:7][CH:8]=[CH:9][C:4]=2[N:3]=[C:2]1[N:10]1[CH2:11][CH:12]([NH2:14])[CH2:13]1. (3) Given the reactants C(O[C:6]([N:8]1[CH2:12][C:11](=[N:13][O:14][CH3:15])[CH2:10][C@H:9]1[C:16]([OH:18])=O)=[O:7])(C)(C)C.[C:19]([N:27]=C=O)(=[O:26])[C:20]1[CH:25]=[CH:24][CH:23]=[CH:22][CH:21]=1.[CH2:30]([N:32]1[C:44]2[CH:43]=[CH:42][C:41]([NH2:45])=[CH:40][C:39]=2[C:38]2[C:33]1=[CH:34][CH:35]=[CH:36][CH:37]=2)[CH3:31], predict the reaction product. The product is: [C:19]([NH:27][C:6]([N:8]1[CH2:12][C:11](=[N:13][O:14][CH3:15])[CH2:10][C@H:9]1[C:16]([NH:45][C:41]1[CH:42]=[CH:43][C:44]2[N:32]([CH2:30][CH3:31])[C:33]3[C:38]([C:39]=2[CH:40]=1)=[CH:37][CH:36]=[CH:35][CH:34]=3)=[O:18])=[O:7])(=[O:26])[C:20]1[CH:21]=[CH:22][CH:23]=[CH:24][CH:25]=1.